Dataset: Peptide-MHC class I binding affinity with 185,985 pairs from IEDB/IMGT. Task: Regression. Given a peptide amino acid sequence and an MHC pseudo amino acid sequence, predict their binding affinity value. This is MHC class I binding data. (1) The peptide sequence is RLWNGRRCR. The MHC is HLA-B35:01 with pseudo-sequence HLA-B35:01. The binding affinity (normalized) is 0.0847. (2) The binding affinity (normalized) is 0.311. The MHC is HLA-B08:01 with pseudo-sequence HLA-B08:01. The peptide sequence is HFQRALIFIL.